From a dataset of Peptide-MHC class I binding affinity with 185,985 pairs from IEDB/IMGT. Regression. Given a peptide amino acid sequence and an MHC pseudo amino acid sequence, predict their binding affinity value. This is MHC class I binding data. (1) The peptide sequence is MTRGLLGSY. The MHC is HLA-A26:01 with pseudo-sequence HLA-A26:01. The binding affinity (normalized) is 0.809. (2) The peptide sequence is WQFGPSTYY. The MHC is HLA-A11:01 with pseudo-sequence HLA-A11:01. The binding affinity (normalized) is 0.0847. (3) The peptide sequence is QYNKPLCDLLI. The MHC is H-2-Kd with pseudo-sequence H-2-Kd. The binding affinity (normalized) is 0.180. (4) The MHC is HLA-B58:01 with pseudo-sequence HLA-B58:01. The peptide sequence is VASGLLWVAE. The binding affinity (normalized) is 0.600. (5) The peptide sequence is AVNTPVSMT. The MHC is HLA-A02:06 with pseudo-sequence HLA-A02:06. The binding affinity (normalized) is 0.0231. (6) The peptide sequence is WASRELERF. The MHC is HLA-A02:03 with pseudo-sequence HLA-A02:03. The binding affinity (normalized) is 0. (7) The peptide sequence is KPTTFMLKY. The MHC is HLA-B07:02 with pseudo-sequence HLA-B07:02. The binding affinity (normalized) is 0.137. (8) The peptide sequence is MTQNISNDK. The MHC is HLA-B15:01 with pseudo-sequence HLA-B15:01. The binding affinity (normalized) is 0.0847.